From a dataset of Full USPTO retrosynthesis dataset with 1.9M reactions from patents (1976-2016). Predict the reactants needed to synthesize the given product. (1) The reactants are: [C:1]1([CH3:16])[CH:6]=[CH:5][CH:4]=[C:3]([N:7]2[C:15]3[CH2:14][CH2:13][NH:12][CH2:11][C:10]=3[N:9]=[CH:8]2)[CH:2]=1.Cl[C:18]1[NH:27][C:26](=[O:28])[C:25]2[C:20](=[CH:21][C:22]([O:31][CH3:32])=[C:23]([O:29][CH3:30])[CH:24]=2)[N:19]=1.C(N(CC)CC)C.C(O)C. Given the product [CH3:30][O:29][C:23]1[CH:24]=[C:25]2[C:20](=[CH:21][C:22]=1[O:31][CH3:32])[N:19]=[C:18]([N:12]1[CH2:13][CH2:14][C:15]3[N:7]([C:3]4[CH:2]=[C:1]([CH3:16])[CH:6]=[CH:5][CH:4]=4)[CH:8]=[N:9][C:10]=3[CH2:11]1)[NH:27][C:26]2=[O:28], predict the reactants needed to synthesize it. (2) The reactants are: [OH:1][C:2]1[CH:3]=[CH:4][C:5]2[C:6](=[O:17])[C:7]3[C:12]([O:13][C:14]=2[CH:15]=1)=[CH:11][C:10]([OH:16])=[CH:9][CH:8]=3.N1C=CC=CC=1.[S:24](O[S:24]([C:27]([F:30])([F:29])[F:28])(=[O:26])=[O:25])([C:27]([F:30])([F:29])[F:28])(=[O:26])=[O:25]. Given the product [O:17]=[C:6]1[C:5]2[CH:4]=[CH:3][C:2]([O:1][S:24]([C:27]([F:30])([F:29])[F:28])(=[O:26])=[O:25])=[CH:15][C:14]=2[O:13][C:12]2[C:7]1=[CH:8][CH:9]=[C:10]([O:16][S:24]([C:27]([F:30])([F:29])[F:28])(=[O:26])=[O:25])[CH:11]=2, predict the reactants needed to synthesize it. (3) Given the product [NH:5]1[CH2:6][CH2:7][CH2:8][CH2:9][C@@H:4]1[CH2:3][CH2:2][NH2:1], predict the reactants needed to synthesize it. The reactants are: [NH2:1][CH2:2][CH2:3][C@H:4]1[CH2:9][CH2:8][CH2:7][CH2:6][N:5]1C(OCC1C=CC=CC=1)=O. (4) Given the product [CH3:1][C:2]1[C:6]([CH:7]=[O:8])=[C:5]([CH3:9])[O:4][N:3]=1, predict the reactants needed to synthesize it. The reactants are: [CH3:1][C:2]1[C:6]([CH2:7][OH:8])=[C:5]([CH3:9])[O:4][N:3]=1.CC(OI1(OC(C)=O)(OC(C)=O)OC(=O)C2C=CC=CC1=2)=O.